Dataset: Reaction yield outcomes from USPTO patents with 853,638 reactions. Task: Predict the reaction yield, written as a fraction of the theoretical maximum amount of product (1.0 means a 100% yield; for example, 0.34 means a 34% yield). (1) The reactants are [CH3:1][O:2][C:3]([C:5]1([C:8]2[CH:13]=[CH:12][CH:11]=[CH:10][C:9]=2[C:14]#[C:15][C:16]2[C:21]([C:22]([F:25])([F:24])[F:23])=[CH:20][N:19]=[C:18]([NH:26][C:27]3[CH:32]=[CH:31][C:30]([CH:33]4[CH2:38][CH2:37][N:36]([C:39]([O:41][C:42]([CH3:45])([CH3:44])[CH3:43])=[O:40])[CH2:35][CH2:34]4)=[CH:29][CH:28]=3)[N:17]=2)[CH2:7][CH2:6]1)=[O:4].CCN(CC)CC. The catalyst is CN(C=O)C.CCOC(C)=O.[Pd]. The product is [CH3:1][O:2][C:3]([C:5]1([C:8]2[CH:13]=[CH:12][CH:11]=[CH:10][C:9]=2[CH2:14][CH2:15][C:16]2[C:21]([C:22]([F:23])([F:25])[F:24])=[CH:20][N:19]=[C:18]([NH:26][C:27]3[CH:32]=[CH:31][C:30]([CH:33]4[CH2:34][CH2:35][N:36]([C:39]([O:41][C:42]([CH3:44])([CH3:45])[CH3:43])=[O:40])[CH2:37][CH2:38]4)=[CH:29][CH:28]=3)[N:17]=2)[CH2:7][CH2:6]1)=[O:4]. The yield is 0.990. (2) The reactants are Cl[C:2]1[CH:7]=[C:6]([NH:8][CH2:9][CH2:10][C:11]2[CH:16]=[CH:15][C:14]([Cl:17])=[CH:13][C:12]=2[Cl:18])[N:5]=[C:4]([CH2:19][OH:20])[N:3]=1.[C:21]([C:24]([C:27]1[CH:28]=[C:29](B(O)O)[CH:30]=[CH:31][CH:32]=1)([CH3:26])[CH3:25])([OH:23])=[O:22].C([O-])([O-])=O.[Cs+].[Cs+].Cl. The catalyst is COCCOC.O.C1C=CC([P]([Pd]([P](C2C=CC=CC=2)(C2C=CC=CC=2)C2C=CC=CC=2)([P](C2C=CC=CC=2)(C2C=CC=CC=2)C2C=CC=CC=2)[P](C2C=CC=CC=2)(C2C=CC=CC=2)C2C=CC=CC=2)(C2C=CC=CC=2)C2C=CC=CC=2)=CC=1. The product is [Cl:18][C:12]1[CH:13]=[C:14]([Cl:17])[CH:15]=[CH:16][C:11]=1[CH2:10][CH2:9][NH:8][C:6]1[N:5]=[C:4]([CH2:19][OH:20])[N:3]=[C:2]([C:29]2[CH:28]=[C:27]([C:24]([CH3:26])([CH3:25])[C:21]([OH:23])=[O:22])[CH:32]=[CH:31][CH:30]=2)[CH:7]=1. The yield is 0.180. (3) The reactants are CN([CH:4]=[O:5])C.[C:6](Cl)(=[O:10])[C:7](Cl)=O.[CH2:12]([O:14][C:15]#[CH:16])[CH3:13].C(N([CH2:22][CH3:23])CC)C.[CH2:24](Cl)Cl. No catalyst specified. The product is [CH2:15]([O:14][C:12]1[C:24]2([CH2:7][CH2:6][O:10][CH2:23][CH2:22]2)[C:4](=[O:5])[CH:13]=1)[CH3:16]. The yield is 0.590.